From a dataset of Forward reaction prediction with 1.9M reactions from USPTO patents (1976-2016). Predict the product of the given reaction. (1) Given the reactants [CH:1]12[NH:9][CH:5]([CH2:6][CH2:7][CH2:8]1)[CH2:4][C:3]([C:10]1[NH:27][C:13]3=[N:14][CH:15]=[CH:16][C:17]([C:18]4[CH:23]=[C:22]([F:24])[CH:21]=[CH:20][C:19]=4[O:25][CH3:26])=[C:12]3[CH:11]=1)=[CH:2]2.C(N(CC)CC)C.[CH3:35][S:36](Cl)(=[O:38])=[O:37].O, predict the reaction product. The product is: [F:24][C:22]1[CH:21]=[CH:20][C:19]([O:25][CH3:26])=[C:18]([C:17]2[CH:16]=[CH:15][N:14]=[C:13]3[NH:27][C:10]([C:3]4[CH2:4][CH:5]5[N:9]([S:36]([CH3:35])(=[O:38])=[O:37])[CH:1]([CH2:8][CH2:7][CH2:6]5)[CH:2]=4)=[CH:11][C:12]=23)[CH:23]=1. (2) The product is: [C:16]([Si:20]([O:9][C:7]1[CH:8]=[C:3]([CH2:1][CH3:2])[CH:4]=[CH:5][C:6]=1[F:10])([CH3:23])[CH3:22])([CH3:19])([CH3:18])[CH3:17]. Given the reactants [CH2:1]([C:3]1[CH:4]=[CH:5][C:6]([F:10])=[C:7]([OH:9])[CH:8]=1)[CH3:2].N1C=CN=C1.[C:16]([Si:20]([CH3:23])([CH3:22])Cl)([CH3:19])([CH3:18])[CH3:17].C(OCC)C, predict the reaction product. (3) Given the reactants [C:1]1([CH:7]2[CH2:16][CH2:15][C:14]3[C:9](=[CH:10][CH:11]=[C:12]([O:17][CH:18]4[CH2:23][CH2:22][C:21](=O)[CH2:20][CH2:19]4)[CH:13]=3)[O:8]2)[CH:6]=[CH:5][CH:4]=[CH:3][CH:2]=1.[C:25]([S:29]([NH2:31])=[O:30])([CH3:28])([CH3:27])[CH3:26].[CH2:32]([Mg]Cl)[C:33]1[CH:38]=[CH:37][CH:36]=[CH:35][CH:34]=1.O, predict the reaction product. The product is: [CH2:32]([C:21]1([NH:31][S:29]([C:25]([CH3:28])([CH3:27])[CH3:26])=[O:30])[CH2:22][CH2:23][CH:18]([O:17][C:12]2[CH:13]=[C:14]3[C:9](=[CH:10][CH:11]=2)[O:8][CH:7]([C:1]2[CH:6]=[CH:5][CH:4]=[CH:3][CH:2]=2)[CH2:16][CH2:15]3)[CH2:19][CH2:20]1)[C:33]1[CH:38]=[CH:37][CH:36]=[CH:35][CH:34]=1. (4) Given the reactants [F:1][C:2]1[CH:14]=[CH:13][C:5]([C:6]([O:8][C:9]([CH3:12])([CH3:11])[CH3:10])=[O:7])=[CH:4][C:3]=1[CH2:15][NH:16][CH3:17].[CH2:18]([O:25][C:26]([NH:28][C@@H:29]([C:31](O)=[O:32])[CH3:30])=[O:27])[C:19]1[CH:24]=[CH:23][CH:22]=[CH:21][CH:20]=1.C1C=CC2N(O)N=NC=2C=1.O.C1CCC(N=C=NC2CCCCC2)CC1, predict the reaction product. The product is: [F:1][C:2]1[CH:14]=[CH:13][C:5]([C:6]([O:8][C:9]([CH3:11])([CH3:12])[CH3:10])=[O:7])=[CH:4][C:3]=1[CH2:15][NH:16][CH2:17][C:31](=[O:32])[C@@H:29]([CH3:30])[NH:28][C:26]([O:25][CH2:18][C:19]1[CH:24]=[CH:23][CH:22]=[CH:21][CH:20]=1)=[O:27]. (5) Given the reactants [Br:1]Br.[C:3]([Si:7]([CH3:24])([CH3:23])[N:8]1[C:12]2=[N:13][CH:14]=[C:15]([C:17]3[CH:18]=[N:19][CH:20]=[CH:21][CH:22]=3)[CH:16]=[C:11]2[CH:10]=[CH:9]1)([CH3:6])([CH3:5])[CH3:4].N1C=CC=CC=1.C(=O)(O)[O-].[Na+].[Na].S([O-])([O-])(=O)=S, predict the reaction product. The product is: [Br:1][C:10]1[C:11]2[C:12](=[N:13][CH:14]=[C:15]([C:17]3[CH:18]=[N:19][CH:20]=[CH:21][CH:22]=3)[CH:16]=2)[N:8]([Si:7]([C:3]([CH3:6])([CH3:5])[CH3:4])([CH3:24])[CH3:23])[CH:9]=1. (6) Given the reactants [Cl:1][C:2]1[CH:3]=[C:4]([C:9](=O)[CH2:10][C:11]([O:13]CC)=O)[CH:5]=[CH:6][C:7]=1[F:8].Cl.[C:18]([NH2:26])(=[NH:25])[C:19]1[CH:24]=[CH:23][N:22]=[CH:21][CH:20]=1.CC[O-].[Na+], predict the reaction product. The product is: [Cl:1][C:2]1[CH:3]=[C:4]([C:9]2[N:26]=[C:18]([C:19]3[CH:24]=[CH:23][N:22]=[CH:21][CH:20]=3)[N:25]=[C:11]([OH:13])[CH:10]=2)[CH:5]=[CH:6][C:7]=1[F:8]. (7) Given the reactants [Li+].[CH3:2]C([N-]C(C)C)C.[CH:9]1[C:14]2[C:15]3[C:28](=O)[C:20]4S[C:22]5C=CC=[CH:24][C:23]=5[C:19]=4[C:18](=O)[C:16]=3SC=2C=CC=1.O, predict the reaction product. The product is: [C:23]([C:19]1[CH:18]=[CH:16][C:15]([C:14]#[CH:9])=[CH:28][CH:20]=1)([CH3:22])([CH3:24])[CH3:2].